Dataset: Forward reaction prediction with 1.9M reactions from USPTO patents (1976-2016). Task: Predict the product of the given reaction. The product is: [CH3:1][O:2][C:3](=[O:22])[C:4]([C:7]1[N:8]=[C:9]([NH:26][CH:23]([CH3:25])[CH3:24])[C:10]2[N:11]([C:13](=[O:20])[N:14]([C:16]([CH3:19])([CH3:18])[CH3:17])[N:15]=2)[CH:12]=1)([CH3:6])[CH3:5]. Given the reactants [CH3:1][O:2][C:3](=[O:22])[C:4]([C:7]1[N:8]=[C:9](Cl)[C:10]2[N:11]([C:13](=[O:20])[N:14]([C:16]([CH3:19])([CH3:18])[CH3:17])[N:15]=2)[CH:12]=1)([CH3:6])[CH3:5].[CH:23]([NH2:26])([CH3:25])[CH3:24], predict the reaction product.